From a dataset of Reaction yield outcomes from USPTO patents with 853,638 reactions. Predict the reaction yield, written as a fraction of the theoretical maximum amount of product (1.0 means a 100% yield; for example, 0.34 means a 34% yield). (1) The reactants are O.O=[C:3]1[NH:8][N:7]=[C:6]([C:9]([OH:11])=O)[CH:5]=[CH:4]1.C(Cl)(Cl)Cl.S(Cl)([Cl:18])=O.[CH:20]1([CH2:24][CH2:25][NH2:26])[CH2:23][CH2:22][CH2:21]1. The yield is 0.590. The product is [CH:20]1([CH2:24][CH2:25][NH:26][C:9]([C:6]2[N:7]=[N:8][C:3]([Cl:18])=[CH:4][CH:5]=2)=[O:11])[CH2:23][CH2:22][CH2:21]1. The catalyst is ClCCl.C(N(CC)CC)C.CN(C)C=O. (2) The reactants are Cl.Cl.[NH:3]1[CH2:8][CH2:7][CH:6]([NH:9][C:10]2[CH:11]=[C:12]([CH:15]=[CH:16][N:17]=2)[C:13]#[N:14])[CH2:5][CH2:4]1.C(O)(=O)C.C(N(CC)CC)C.[CH2:29]([O:31][C:32]1[CH:33]=[C:34]([CH:37]=[CH:38][C:39]=1[CH3:40])[CH:35]=O)[CH3:30].C([BH3-])#N.[Na+]. The catalyst is C(O)C. The product is [CH2:29]([O:31][C:32]1[CH:33]=[C:34]([CH:37]=[CH:38][C:39]=1[CH3:40])[CH2:35][N:3]1[CH2:4][CH2:5][CH:6]([NH:9][C:10]2[CH:11]=[C:12]([CH:15]=[CH:16][N:17]=2)[C:13]#[N:14])[CH2:7][CH2:8]1)[CH3:30]. The yield is 0.0300. (3) The reactants are [Cl:1][C:2]1[CH:7]=[CH:6][CH:5]=[CH:4][C:3]=1[N:8]1[C:13](=[O:14])[C:12]2[S:15][CH:16]=[CH:17][C:11]=2[N:10]=[C:9]1[CH3:18].CO[CH:21](OC)[N:22]([CH3:24])[CH3:23]. The catalyst is CN(C)C=O. The product is [Cl:1][C:2]1[CH:7]=[CH:6][CH:5]=[CH:4][C:3]=1[N:8]1[C:13](=[O:14])[C:12]2[S:15][CH:16]=[CH:17][C:11]=2[N:10]=[C:9]1[CH:18]=[CH:21][N:22]([CH3:24])[CH3:23]. The yield is 0.850. (4) The reactants are Cl[C:2]1[CH:7]=[CH:6][N:5]=[C:4]2[C:8]([C:11](=[O:29])[C:12]([N:14]3[CH2:19][CH2:18][C:17](=[C:20]([C:23]4[CH:28]=[CH:27][CH:26]=[CH:25][CH:24]=4)[C:21]#[N:22])[CH2:16][CH2:15]3)=[O:13])=[CH:9][NH:10][C:3]=12.[NH:30]1[CH:34]=[CH:33][N:32]=[N:31]1.C([O-])([O-])=O.[K+].[K+]. The catalyst is CO.[Cu]. The product is [O:29]=[C:11]([C:8]1[C:4]2=[N:5][CH:6]=[CH:7][C:2]([N:31]3[N:32]=[CH:33][CH:34]=[N:30]3)=[C:3]2[NH:10][CH:9]=1)[C:12]([N:14]1[CH2:19][CH2:18][C:17](=[C:20]([C:23]2[CH:28]=[CH:27][CH:26]=[CH:25][CH:24]=2)[C:21]#[N:22])[CH2:16][CH2:15]1)=[O:13]. The yield is 0.390. (5) The reactants are [NH2:1][C:2]1[N:7]=[C:6]([C:8]2[CH:13]=[CH:12][CH:11]=[CH:10][CH:9]=2)[CH:5]=[CH:4][N:3]=1.[I:14]N1C(=O)CCC1=O. The catalyst is C(O)(=O)C. The product is [I:14][C:5]1[C:6]([C:8]2[CH:13]=[CH:12][CH:11]=[CH:10][CH:9]=2)=[N:7][C:2]([NH2:1])=[N:3][CH:4]=1. The yield is 0.160. (6) The reactants are [C:1]([N:9]=[C:10]=[S:11])(=[O:8])[C:2]1[CH:7]=[CH:6][CH:5]=[CH:4][CH:3]=1.[Br:12][C:13]1[CH:14]=[CH:15][C:16]([F:37])=[C:17]([C:19]23[CH2:26][N:25]([C:27]([O:29][CH2:30][C:31]4[CH:36]=[CH:35][CH:34]=[CH:33][CH:32]=4)=[O:28])[CH2:24][CH:23]2[CH2:22][O:21][NH:20]3)[CH:18]=1. The yield is 0.730. The product is [C:1]([NH:9][C:10]([N:20]1[C:19]2([C:17]3[CH:18]=[C:13]([Br:12])[CH:14]=[CH:15][C:16]=3[F:37])[CH2:26][N:25]([C:27]([O:29][CH2:30][C:31]3[CH:32]=[CH:33][CH:34]=[CH:35][CH:36]=3)=[O:28])[CH2:24][CH:23]2[CH2:22][O:21]1)=[S:11])(=[O:8])[C:2]1[CH:7]=[CH:6][CH:5]=[CH:4][CH:3]=1. The catalyst is O1CCCC1. (7) The reactants are [CH3:1][C:2]1[CH:10]=[CH:9][C:5]([C:6](O)=[O:7])=[CH:4][N:3]=1.Cl.[CH3:12][NH:13][O:14][CH3:15].CN1CCOCC1.[Cl-].COC1N=C(OC)N=C([N+]2(C)CCOCC2)N=1. The catalyst is O1CCCC1.CO. The product is [CH3:15][O:14][N:13]([CH3:12])[C:6](=[O:7])[C:5]1[CH:9]=[CH:10][C:2]([CH3:1])=[N:3][CH:4]=1. The yield is 0.820.